This data is from Catalyst prediction with 721,799 reactions and 888 catalyst types from USPTO. The task is: Predict which catalyst facilitates the given reaction. (1) Reactant: N[C@@H:2]1[C:8](=[O:9])[NH:7][C:6]2[CH:10]=[CH:11][CH:12]=[CH:13][C:5]=2[C:4]2[CH:14]=[CH:15][CH:16]=[CH:17][C:3]1=2.[OH:18][C:19]([C:26](=[O:34])[NH:27][CH2:28][CH2:29][C:30]([F:33])([F:32])[F:31])([CH2:23][CH2:24][CH3:25])[C:20]([OH:22])=O.O.O[N:37]1C2C=CC=CC=2N=N1.C(N(C(C)C)CC)(C)C.Cl.CN(C)CCCN=C=NCC. Product: [OH:18][C:19]([CH2:23][CH2:24][CH3:25])([C:20]([NH2:37])=[O:22])[C:26]([N:27]([C@@H:2]1[C:8](=[O:9])[NH:7][C:6]2[CH:10]=[CH:11][CH:12]=[CH:13][C:5]=2[C:4]2[CH:14]=[CH:15][CH:16]=[CH:17][C:3]1=2)[CH2:28][CH2:29][C:30]([F:33])([F:32])[F:31])=[O:34]. The catalyst class is: 7. (2) Reactant: [Cl-].O[NH3+:3].[C:4](=[O:7])([O-])[OH:5].[Na+].CS(C)=O.[CH:13]1([O:17][C:18]2[CH:23]=[CH:22][C:21]([N:24]3[C:29](=[O:30])[C:28]([CH2:31][C:32]4[CH:37]=[CH:36][C:35]([C:38]5[C:39]([C:44]#[N:45])=[CH:40][CH:41]=[CH:42][CH:43]=5)=[CH:34][CH:33]=4)=[C:27]([CH2:46][CH2:47][CH3:48])[N:26]=[C:25]3[CH3:49])=[CH:20][CH:19]=2)[CH2:16][CH2:15][CH2:14]1. Product: [CH:13]1([O:17][C:18]2[CH:19]=[CH:20][C:21]([N:24]3[C:29](=[O:30])[C:28]([CH2:31][C:32]4[CH:37]=[CH:36][C:35]([C:38]5[CH:43]=[CH:42][CH:41]=[CH:40][C:39]=5[C:44]5[NH:3][C:4](=[O:7])[O:5][N:45]=5)=[CH:34][CH:33]=4)=[C:27]([CH2:46][CH2:47][CH3:48])[N:26]=[C:25]3[CH3:49])=[CH:22][CH:23]=2)[CH2:14][CH2:15][CH2:16]1. The catalyst class is: 69. (3) Reactant: C[O:2][C:3](=[O:15])[C:4]([CH3:14])([CH3:13])[CH2:5][C:6]1[CH:11]=[CH:10][C:9]([Cl:12])=[CH:8][CH:7]=1.[Li+].[OH-]. Product: [Cl:12][C:9]1[CH:8]=[CH:7][C:6]([CH2:5][C:4]([CH3:14])([CH3:13])[C:3]([OH:15])=[O:2])=[CH:11][CH:10]=1. The catalyst class is: 20. (4) Reactant: [C:1]([Si:5]([C:39]1[CH:44]=[CH:43][CH:42]=[CH:41][CH:40]=1)([C:33]1[CH:38]=[CH:37][CH:36]=[CH:35][CH:34]=1)[O:6][CH2:7][CH2:8][CH2:9][C@H:10]([C:19]1[C:23](I)=[C:22]([CH:25]2[CH2:28][CH:27]([CH2:29][CH:30]([CH3:32])[CH3:31])[CH2:26]2)[O:21][N:20]=1)[CH2:11][C:12]([O:14][C:15]([CH3:18])([CH3:17])[CH3:16])=[O:13])([CH3:4])([CH3:3])[CH3:2].[CH:45]1(B2OC(C)(C)C(C)(C)O2)[CH2:47][CH2:46]1.P([O-])([O-])([O-])=O.[K+].[K+].[K+].CN(C=O)C. Product: [C:1]([Si:5]([C:39]1[CH:44]=[CH:43][CH:42]=[CH:41][CH:40]=1)([C:33]1[CH:38]=[CH:37][CH:36]=[CH:35][CH:34]=1)[O:6][CH2:7][CH2:8][CH2:9][C@H:10]([C:19]1[C:23]([CH:45]2[CH2:47][CH2:46]2)=[C:22]([CH:25]2[CH2:28][CH:27]([CH2:29][CH:30]([CH3:32])[CH3:31])[CH2:26]2)[O:21][N:20]=1)[CH2:11][C:12]([O:14][C:15]([CH3:18])([CH3:17])[CH3:16])=[O:13])([CH3:4])([CH3:3])[CH3:2]. The catalyst class is: 6. (5) Reactant: C(O[C:4](=[O:13])[C:5]1[CH:10]=[CH:9][C:8]([NH2:11])=[N:7][C:6]=1[NH2:12])C.[OH-].[Na+].Cl.C(N(CC)CC)C.F[P-](F)(F)(F)(F)F.N1(O[P+](N(C)C)(N(C)C)N(C)C)C2C=CC=CC=2N=N1.[O:51]([C:58]1[S:62][C:61]([CH2:63][NH2:64])=[CH:60][CH:59]=1)[C:52]1[CH:57]=[CH:56][CH:55]=[CH:54][CH:53]=1. Product: [NH2:12][C:6]1[N:7]=[C:8]([NH2:11])[CH:9]=[CH:10][C:5]=1[C:4]([NH:64][CH2:63][C:61]1[S:62][C:58]([O:51][C:52]2[CH:53]=[CH:54][CH:55]=[CH:56][CH:57]=2)=[CH:59][CH:60]=1)=[O:13]. The catalyst class is: 823. (6) Reactant: S(=O)(=O)(O)O.[NH2:6][C:7]1[CH:12]=[CH:11][C:10]([CH3:13])=[CH:9][CH:8]=1.[N+]([O-])(O)=O.N[C:19]([NH2:21])=O.[C:22]([O:25]CC)(=[O:24])C.[CH3:28]CCCCC. Product: [NH:6]1[C:7]2[C:12](=[CH:11][C:10]([CH:13]([CH3:28])[C:22]([OH:25])=[O:24])=[CH:9][CH:8]=2)[CH:19]=[N:21]1. The catalyst class is: 74. (7) Reactant: [C:1]([O:5][C@@H:6]([C:11]1[C:12]([CH3:45])=[N:13][C:14]2[N:15]([N:29]=[C:30]([C:32]3[CH:33]=[C:34]([C:38]4[CH:43]=[CH:42][CH:41]=[CH:40][C:39]=4[CH3:44])[CH:35]=[CH:36][CH:37]=3)[CH:31]=2)[C:16]=1[C:17]1[C:18]([CH3:28])=[C:19]2[C:24](=[C:25]([F:27])[CH:26]=1)[O:23][CH2:22][CH2:21][CH2:20]2)[C:7]([O:9]C)=[O:8])([CH3:4])([CH3:3])[CH3:2].[OH-].[Na+].C(O)(=O)C. Product: [C:1]([O:5][C@@H:6]([C:11]1[C:12]([CH3:45])=[N:13][C:14]2[N:15]([N:29]=[C:30]([C:32]3[CH:33]=[C:34]([C:38]4[CH:43]=[CH:42][CH:41]=[CH:40][C:39]=4[CH3:44])[CH:35]=[CH:36][CH:37]=3)[CH:31]=2)[C:16]=1[C:17]1[C:18]([CH3:28])=[C:19]2[C:24](=[C:25]([F:27])[CH:26]=1)[O:23][CH2:22][CH2:21][CH2:20]2)[C:7]([OH:9])=[O:8])([CH3:4])([CH3:3])[CH3:2]. The catalyst class is: 38. (8) The catalyst class is: 45. Reactant: CO.C([O:10][C:11]1[C:12]([CH3:23])=[C:13]([CH3:22])[C:14]([NH:18][C:19](=[O:21])[CH3:20])=[N:15][C:16]=1[CH3:17])C1C=CC=CC=1. Product: [OH:10][C:11]1[C:12]([CH3:23])=[C:13]([CH3:22])[C:14]([NH:18][C:19](=[O:21])[CH3:20])=[N:15][C:16]=1[CH3:17]. (9) Reactant: [F:1][C:2]1[CH:7]=[CH:6][C:5]([CH3:8])=[CH:4][C:3]=1[C:9]1[O:13][N:12]=[C:11]([CH:14]([OH:16])[CH3:15])[CH:10]=1.C(N(CC)CC)C.[CH3:24][S:25](Cl)(=[O:27])=[O:26]. Product: [F:1][C:2]1[CH:7]=[CH:6][C:5]([CH3:8])=[CH:4][C:3]=1[C:9]1[O:13][N:12]=[C:11]([CH:14]([O:16][S:25]([CH3:24])(=[O:27])=[O:26])[CH3:15])[CH:10]=1. The catalyst class is: 4. (10) Reactant: [CH3:1][C@H:2]1[CH2:7][N:6]2[N:8]=[CH:9][C:10]([N:11]3[CH2:15][CH:14]([N:16]([CH3:23])[C:17]4[N:22]=[CH:21][CH:20]=[CH:19][N:18]=4)[CH2:13][C:12]3=[O:24])=[C:5]2[CH2:4][N:3]1[C:25](OC(C)(C)C)=[O:26].CCN(C(C)C)C(C)C.[F:41][C:42]1[CH:43]=[C:44]([NH:50]C(=O)OC2C=CC=CC=2)[CH:45]=[C:46]([F:49])[C:47]=1[F:48]. Product: [CH3:1][C@H:2]1[CH2:7][N:6]2[N:8]=[CH:9][C:10]([N:11]3[CH2:15][CH:14]([N:16]([CH3:23])[C:17]4[N:18]=[CH:19][CH:20]=[CH:21][N:22]=4)[CH2:13][C:12]3=[O:24])=[C:5]2[CH2:4][N:3]1[C:25]([NH:50][C:44]1[CH:43]=[C:42]([F:41])[C:47]([F:48])=[C:46]([F:49])[CH:45]=1)=[O:26]. The catalyst class is: 617.